From a dataset of Full USPTO retrosynthesis dataset with 1.9M reactions from patents (1976-2016). Predict the reactants needed to synthesize the given product. Given the product [CH3:14][O:13][C:9]1[CH:8]=[C:7]([O:6][C:5]2[CH:15]=[CH:16][C:2]([NH:1][C:26]([NH:25][C:22]3[CH:23]=[CH:24][C:19]([CH2:17][CH3:18])=[CH:20][CH:21]=3)=[O:27])=[CH:3][CH:4]=2)[CH:12]=[CH:11][N:10]=1, predict the reactants needed to synthesize it. The reactants are: [NH2:1][C:2]1[CH:16]=[CH:15][C:5]([O:6][C:7]2[CH:12]=[CH:11][N:10]=[C:9]([O:13][CH3:14])[CH:8]=2)=[CH:4][CH:3]=1.[CH2:17]([C:19]1[CH:24]=[CH:23][C:22]([N:25]=[C:26]=[O:27])=[CH:21][CH:20]=1)[CH3:18].